Dataset: Reaction yield outcomes from USPTO patents with 853,638 reactions. Task: Predict the reaction yield, written as a fraction of the theoretical maximum amount of product (1.0 means a 100% yield; for example, 0.34 means a 34% yield). The reactants are O([C:8]([NH:10][C:11]1[CH2:16][CH2:15][N:14]([C:17]([O:19][C:20]([CH3:23])([CH3:22])[CH3:21])=[O:18])[CH2:13][C:12]=1[C:24]([O:26]CC)=O)=[O:9])C1C=CC=CC=1.C(N(CC)CC)C.Cl.[NH2:37][N:38]1[CH2:42][CH2:41][CH2:40][CH2:39]1. The catalyst is C1COCC1. The product is [C:20]([O:19][C:17]([N:14]1[CH2:15][CH2:16][C:11]2[NH:10][C:8](=[O:9])[N:37]([N:38]3[CH2:42][CH2:41][CH2:40][CH2:39]3)[C:24](=[O:26])[C:12]=2[CH2:13]1)=[O:18])([CH3:21])([CH3:22])[CH3:23]. The yield is 0.600.